This data is from NCI-60 drug combinations with 297,098 pairs across 59 cell lines. The task is: Regression. Given two drug SMILES strings and cell line genomic features, predict the synergy score measuring deviation from expected non-interaction effect. (1) Cell line: M14. Synergy scores: CSS=-4.95, Synergy_ZIP=13.9, Synergy_Bliss=7.85, Synergy_Loewe=-2.85, Synergy_HSA=-1.78. Drug 1: C1CCC(C1)C(CC#N)N2C=C(C=N2)C3=C4C=CNC4=NC=N3. Drug 2: C1CCC(C(C1)N)N.C(=O)(C(=O)[O-])[O-].[Pt+4]. (2) Synergy scores: CSS=33.8, Synergy_ZIP=-5.05, Synergy_Bliss=0.263, Synergy_Loewe=1.41, Synergy_HSA=0.676. Cell line: SW-620. Drug 1: C#CCC(CC1=CN=C2C(=N1)C(=NC(=N2)N)N)C3=CC=C(C=C3)C(=O)NC(CCC(=O)O)C(=O)O. Drug 2: CN(CCCl)CCCl.Cl. (3) Drug 2: C1C(C(OC1N2C=C(C(=O)NC2=O)F)CO)O. Drug 1: C1=C(C(=O)NC(=O)N1)F. Cell line: OVCAR-5. Synergy scores: CSS=33.2, Synergy_ZIP=-11.8, Synergy_Bliss=-12.7, Synergy_Loewe=-3.53, Synergy_HSA=-3.20. (4) Drug 2: C1=NC2=C(N1)C(=S)N=CN2. Synergy scores: CSS=35.8, Synergy_ZIP=-1.73, Synergy_Bliss=2.41, Synergy_Loewe=-9.75, Synergy_HSA=-0.719. Cell line: HT29. Drug 1: C1=CN(C=N1)CC(O)(P(=O)(O)O)P(=O)(O)O.